This data is from Peptide-MHC class II binding affinity with 134,281 pairs from IEDB. The task is: Regression. Given a peptide amino acid sequence and an MHC pseudo amino acid sequence, predict their binding affinity value. This is MHC class II binding data. (1) The peptide sequence is AAATAGTTAYGAFAA. The MHC is HLA-DPA10103-DPB10601 with pseudo-sequence HLA-DPA10103-DPB10601. The binding affinity (normalized) is 0. (2) The peptide sequence is GSDPKKLVLN. The MHC is DRB1_1101 with pseudo-sequence DRB1_1101. The binding affinity (normalized) is 0.147. (3) The peptide sequence is QYLAGLSTLPGNGN. The MHC is DRB1_0404 with pseudo-sequence DRB1_0404. The binding affinity (normalized) is 0.937. (4) The peptide sequence is LQGPFNFRFLTEKGM. The MHC is DRB1_1001 with pseudo-sequence DRB1_1001. The binding affinity (normalized) is 0.729.